From a dataset of Catalyst prediction with 721,799 reactions and 888 catalyst types from USPTO. Predict which catalyst facilitates the given reaction. (1) Reactant: [Cl:1][C:2]1[CH:3]=[CH:4][C:5]2[CH2:11][NH:10][CH2:9][CH:8]([CH:12]3[CH2:15][C:14]([F:17])([F:16])[CH2:13]3)[O:7][C:6]=2[N:18]=1.C=O.[C:21](O[BH-](OC(=O)C)OC(=O)C)(=O)C.[Na+]. Product: [Cl:1][C:2]1[CH:3]=[CH:4][C:5]2[CH2:11][N:10]([CH3:21])[CH2:9][CH:8]([CH:12]3[CH2:13][C:14]([F:17])([F:16])[CH2:15]3)[O:7][C:6]=2[N:18]=1. The catalyst class is: 5. (2) Reactant: [C:1]([O:5][C:6]([NH:8][CH2:9][CH2:10][O:11][CH2:12][CH2:13][O:14][CH2:15][CH2:16][O:17][CH2:18][CH2:19][O:20][CH2:21][CH2:22][C:23]([OH:25])=O)=[O:7])([CH3:4])([CH3:3])[CH3:2].CCN=C=NCCCN(C)C.C1C=CC2N(O)N=NC=2C=1.CN1CCOCC1.[Cl:54][C:55]1[CH:60]=[CH:59][C:58]([C:61]2[S:65][C:64]([NH2:66])=[N:63][C:62]=2[CH3:67])=[CH:57][C:56]=1[S:68]([CH3:71])(=[O:70])=[O:69]. Product: [C:1]([O:5][C:6](=[O:7])[NH:8][CH2:9][CH2:10][O:11][CH2:12][CH2:13][O:14][CH2:15][CH2:16][O:17][CH2:18][CH2:19][O:20][CH2:21][CH2:22][C:23](=[O:25])[NH:66][C:64]1[S:65][C:61]([C:58]2[CH:59]=[CH:60][C:55]([Cl:54])=[C:56]([S:68]([CH3:71])(=[O:70])=[O:69])[CH:57]=2)=[C:62]([CH3:67])[N:63]=1)([CH3:2])([CH3:3])[CH3:4]. The catalyst class is: 9. (3) Reactant: [CH3:1][CH:2]1[C:10]2[C:6](=[CH:7][NH:8][N:9]=2)[CH:5]([C:11]2[CH:18]=[CH:17][C:14]([C:15]#[N:16])=[CH:13][CH:12]=2)[CH2:4][CH2:3]1.C[C@@H]1C2C(=CNN=2)[C@@H](C2C=CC(C#N)=CC=2)CC1. Product: [CH3:1][C@H:2]1[C:10]2[C:6](=[CH:7][NH:8][N:9]=2)[C@@H:5]([C:11]2[CH:12]=[CH:13][C:14]([C:15]#[N:16])=[CH:17][CH:18]=2)[CH2:4][CH2:3]1. The catalyst class is: 14. (4) Reactant: C[N:2]1[CH2:7][CH2:6][CH:5]([CH2:8][CH2:9]CCOC2C=C(C=CC=2)C=O)[CH2:4][CH2:3]1.[CH3:21][N:22]1[CH2:27][CH2:26][CH:25]([CH2:28][CH2:29][CH2:30][CH2:31][O:32][C:33]2[CH:34]=[C:35]([CH:38]=[CH:39][CH:40]=2)[C:36]#[N:37])[CH2:24][CH2:23]1.[CH3:41]C(C[AlH]CC(C)C)C.OS(O)(=O)=O.[OH-].[Na+].C(C(C(C([O-])=O)O)O)([O-])=O.[K+].[Na+].[CH2:69]([Cl:71])Cl. Product: [Cl:71][C:69]1[CH:3]=[CH:4][C:5]([C:6]2[N:37]=[C:36]([C:35]3[CH:34]=[C:33]([CH:40]=[CH:39][CH:38]=3)[O:32][CH2:31][CH2:30][CH2:29][CH2:28][CH:25]3[CH2:24][CH2:23][N:22]([CH3:21])[CH2:27][CH2:26]3)[NH:2][C:7]=2[CH3:41])=[CH:8][CH:9]=1. The catalyst class is: 224. (5) Product: [CH2:43]([NH:45][C:46]([N:31]1[CH2:30][C:29]([CH3:37])([CH3:36])[N:28]([CH2:27][C:13]2[CH:12]=[C:11]([C:8]3[CH:7]=[CH:6][C:5]([O:4][CH2:3][O:2][CH3:1])=[CH:10][CH:9]=3)[N:16]=[C:15]3[N:17]([CH:21]4[CH2:26][CH2:25][CH2:24][CH2:23][O:22]4)[N:18]=[C:19]([CH3:20])[C:14]=23)[CH2:33][C:32]1([CH3:35])[CH3:34])=[O:47])[CH3:44]. Reactant: [CH3:1][O:2][CH2:3][O:4][C:5]1[CH:10]=[CH:9][C:8]([C:11]2[N:16]=[C:15]3[N:17]([CH:21]4[CH2:26][CH2:25][CH2:24][CH2:23][O:22]4)[N:18]=[C:19]([CH3:20])[C:14]3=[C:13]([CH2:27][N:28]3[CH2:33][C:32]([CH3:35])([CH3:34])[NH:31][CH2:30][C:29]3([CH3:37])[CH3:36])[CH:12]=2)=[CH:7][CH:6]=1.C1COCC1.[CH2:43]([N:45]=[C:46]=[O:47])[CH3:44].CCN(C(C)C)C(C)C. The catalyst class is: 6.